Dataset: Forward reaction prediction with 1.9M reactions from USPTO patents (1976-2016). Task: Predict the product of the given reaction. (1) The product is: [O:29]1[CH2:30][CH2:31][N:26]([C:4]2[C:5]3[S:10][C:9]([C:11]4[CH:25]=[CH:24][C:14]([NH:15][CH2:16][CH2:17][N:18]5[CH2:23][CH2:22][O:21][CH2:20][CH2:19]5)=[CH:13][CH:12]=4)=[CH:8][C:6]=3[N:7]=[C:2]([C:40]3[CH:41]=[N:42][C:43]([NH2:46])=[N:44][CH:45]=3)[N:3]=2)[CH2:27][CH2:28]1. Given the reactants Cl[C:2]1[N:3]=[C:4]([N:26]2[CH2:31][CH2:30][O:29][CH2:28][CH2:27]2)[C:5]2[S:10][C:9]([C:11]3[CH:25]=[CH:24][C:14]([NH:15][CH2:16][CH2:17][N:18]4[CH2:23][CH2:22][O:21][CH2:20][CH2:19]4)=[CH:13][CH:12]=3)=[CH:8][C:6]=2[N:7]=1.CC1(C)C(C)(C)OB([C:40]2[CH:41]=[N:42][C:43]([NH2:46])=[N:44][CH:45]=2)O1.CC([O-])=O.[K+], predict the reaction product. (2) The product is: [CH3:1][C:2]1[CH:11]=[CH:10][C:9]2[C:8]3[C:7](=[C:12]4[C:13](=[CH:18][C:19]=3[CH3:20])[CH:14]=[C:15]([CH3:22])[CH:16]=[CH:17]4)[CH:6]=[CH:5][C:4]=2[CH:3]=1. Given the reactants [CH3:1][C:2]1[CH:11]=[CH:10][C:9]2[C:4](=[CH:5][CH:6]=[C:7]([C:12]3[CH:17]=[CH:16][CH:15]=[CH:14][C:13]=3[C:18]#[C:19][CH3:20])[CH:8]=2)[CH:3]=1.N12CCCN=C1CCCC[CH2:22]2, predict the reaction product. (3) Given the reactants C(OC([NH:11][C:12]1[CH:21]=[CH:20][C:19]2[N:18]3[CH2:22][CH2:23][C@@H:17]3[CH2:16][O:15][C:14]=2[C:13]=1[C:24]([O:26][C:27]([CH3:30])([CH3:29])[CH3:28])=[O:25])=O)C1C=CC=CC=1, predict the reaction product. The product is: [NH2:11][C:12]1[CH:21]=[CH:20][C:19]2[N:18]3[CH2:22][CH2:23][C@@H:17]3[CH2:16][O:15][C:14]=2[C:13]=1[C:24]([O:26][C:27]([CH3:30])([CH3:29])[CH3:28])=[O:25]. (4) Given the reactants [NH2:1][C:2]1[C:10]2[C:9]([C:11]3[CH:16]=[CH:15][C:14]([Cl:17])=[C:13]([Cl:18])[CH:12]=3)=[N:8][C:7]([C:19]#[N:20])=[N:6][C:5]=2[S:4][C:3]=1[C:21]([NH2:23])=[O:22].[OH-:24].[Na+].OO, predict the reaction product. The product is: [NH2:1][C:2]1[C:10]2[C:9]([C:11]3[CH:16]=[CH:15][C:14]([Cl:17])=[C:13]([Cl:18])[CH:12]=3)=[N:8][C:7]([C:19]([NH2:20])=[O:24])=[N:6][C:5]=2[S:4][C:3]=1[C:21]([NH2:23])=[O:22]. (5) Given the reactants C([Mg]Cl)(C)C.[Cl:6][C:7]1[CH:8]=[CH:9][CH:10]=[C:11]2[C:16]=1[N:15]=[CH:14][C:13](I)=[CH:12]2.[Cl:18][C:19]1[CH:20]=[C:21]([CH:24]=[CH:25][CH:26]=1)[CH:22]=[O:23], predict the reaction product. The product is: [Cl:18][C:19]1[CH:20]=[C:21]([CH:22]([C:13]2[CH:14]=[N:15][C:16]3[C:11]([CH:12]=2)=[CH:10][CH:9]=[CH:8][C:7]=3[Cl:6])[OH:23])[CH:24]=[CH:25][CH:26]=1. (6) Given the reactants [F:1][C:2]1[CH:7]=[CH:6][C:5]([C@:8]2([CH2:32][CH2:33][CH2:34][OH:35])[O:13][C:12](=[O:14])[N:11]([C@H:15]([C:17]3[CH:22]=[CH:21][C:20](B4OC(C)(C)C(C)(C)O4)=[CH:19][CH:18]=3)[CH3:16])[CH2:10][CH2:9]2)=[CH:4][CH:3]=1.[Cl:36][C:37]1[CH:42]=[C:41](Cl)[N:40]=[CH:39][N:38]=1.C([O-])([O-])=O.[Cs+].[Cs+], predict the reaction product. The product is: [Cl:36][C:37]1[N:38]=[CH:39][N:40]=[C:41]([C:20]2[CH:21]=[CH:22][C:17]([C@@H:15]([N:11]3[CH2:10][CH2:9][C@@:8]([C:5]4[CH:6]=[CH:7][C:2]([F:1])=[CH:3][CH:4]=4)([CH2:32][CH2:33][CH2:34][OH:35])[O:13][C:12]3=[O:14])[CH3:16])=[CH:18][CH:19]=2)[CH:42]=1. (7) The product is: [CH3:26][N:25]1[CH:24]=[N:23][N:22]=[C:21]1[S:20][C:9]1[CH:10]=[C:11]2[C:6](=[CH:7][CH:8]=1)[N:5]=[CH:4][N:3]=[C:2]2[NH:13][C:14]1[CH:19]=[CH:18][CH:17]=[CH:16][N:15]=1. Given the reactants Cl[C:2]1[C:11]2[C:6](=[CH:7][CH:8]=[C:9](I)[CH:10]=2)[N:5]=[CH:4][N:3]=1.[NH2:13][C:14]1[CH:19]=[CH:18][CH:17]=[CH:16][N:15]=1.[SH:20][C:21]1[N:25]([CH3:26])[CH:24]=[N:23][N:22]=1, predict the reaction product. (8) Given the reactants [C:1]([C:9]1[CH:25]=[C:24]([CH2:26][CH3:27])[CH:23]=[CH:22][C:10]=1[O:11][CH2:12][CH2:13][CH:14]([O:17]S(C)(=O)=O)[CH2:15][CH3:16])(=[O:8])[C:2]1[CH:7]=[CH:6][CH:5]=[CH:4][CH:3]=1.[CH3:28][O:29][C:30](=[O:41])[CH2:31][CH2:32][C:33]1[CH:38]=[CH:37][C:36](O)=[CH:35][C:34]=1[CH3:40].C(=O)([O-])[O-].[Cs+].[Cs+], predict the reaction product. The product is: [CH3:28][O:29][C:30](=[O:41])[CH2:31][CH2:32][C:33]1[CH:38]=[CH:37][C:36]([O:17][CH:14]([CH2:15][CH3:16])[CH2:13][CH2:12][O:11][C:10]2[CH:22]=[CH:23][C:24]([CH2:26][CH3:27])=[CH:25][C:9]=2[C:1](=[O:8])[C:2]2[CH:7]=[CH:6][CH:5]=[CH:4][CH:3]=2)=[CH:35][C:34]=1[CH3:40]. (9) Given the reactants Br[C:2]1[N:6]([CH3:7])[CH:5]=[N:4][CH:3]=1.C([Mg]Br)C.CON(C)[C:15]([C:17]1[CH:21]=[CH:20][S:19][CH:18]=1)=[O:16].Cl, predict the reaction product. The product is: [CH3:7][N:6]1[C:2]([C:15]([C:17]2[CH:21]=[CH:20][S:19][CH:18]=2)=[O:16])=[CH:3][N:4]=[CH:5]1.